Dataset: NCI-60 drug combinations with 297,098 pairs across 59 cell lines. Task: Regression. Given two drug SMILES strings and cell line genomic features, predict the synergy score measuring deviation from expected non-interaction effect. (1) Drug 1: C1=CN(C=N1)CC(O)(P(=O)(O)O)P(=O)(O)O. Drug 2: CC1CCCC2(C(O2)CC(NC(=O)CC(C(C(=O)C(C1O)C)(C)C)O)C(=CC3=CSC(=N3)C)C)C. Cell line: HCT116. Synergy scores: CSS=47.5, Synergy_ZIP=-0.189, Synergy_Bliss=-2.98, Synergy_Loewe=-26.1, Synergy_HSA=0.0513. (2) Drug 1: C1CC(C1)(C(=O)O)C(=O)O.[NH2-].[NH2-].[Pt+2]. Drug 2: CC1=C2C(C(=O)C3(C(CC4C(C3C(C(C2(C)C)(CC1OC(=O)C(C(C5=CC=CC=C5)NC(=O)C6=CC=CC=C6)O)O)OC(=O)C7=CC=CC=C7)(CO4)OC(=O)C)O)C)OC(=O)C. Cell line: OVCAR-8. Synergy scores: CSS=14.7, Synergy_ZIP=-1.12, Synergy_Bliss=0.672, Synergy_Loewe=-20.9, Synergy_HSA=0.113. (3) Drug 1: CCC1(CC2CC(C3=C(CCN(C2)C1)C4=CC=CC=C4N3)(C5=C(C=C6C(=C5)C78CCN9C7C(C=CC9)(C(C(C8N6C=O)(C(=O)OC)O)OC(=O)C)CC)OC)C(=O)OC)O.OS(=O)(=O)O. Drug 2: C(CC(=O)O)C(=O)CN.Cl. Cell line: LOX IMVI. Synergy scores: CSS=0.763, Synergy_ZIP=-0.849, Synergy_Bliss=-0.0579, Synergy_Loewe=-2.68, Synergy_HSA=-2.54. (4) Drug 1: C1CN1P(=S)(N2CC2)N3CC3. Drug 2: C1=CC=C(C=C1)NC(=O)CCCCCCC(=O)NO. Cell line: RPMI-8226. Synergy scores: CSS=58.3, Synergy_ZIP=0.160, Synergy_Bliss=5.30, Synergy_Loewe=-3.95, Synergy_HSA=5.45. (5) Drug 1: C1=CN(C=N1)CC(O)(P(=O)(O)O)P(=O)(O)O. Drug 2: N.N.Cl[Pt+2]Cl. Cell line: MALME-3M. Synergy scores: CSS=16.9, Synergy_ZIP=0.999, Synergy_Bliss=1.70, Synergy_Loewe=-2.66, Synergy_HSA=-0.393. (6) Drug 1: C1=CC(=C2C(=C1NCCNCCO)C(=O)C3=C(C=CC(=C3C2=O)O)O)NCCNCCO. Drug 2: C1CN(CCN1C(=O)CCBr)C(=O)CCBr. Cell line: OVCAR-5. Synergy scores: CSS=34.8, Synergy_ZIP=0.956, Synergy_Bliss=2.09, Synergy_Loewe=-9.19, Synergy_HSA=3.83. (7) Drug 1: CC1=C2C(C(=O)C3(C(CC4C(C3C(C(C2(C)C)(CC1OC(=O)C(C(C5=CC=CC=C5)NC(=O)OC(C)(C)C)O)O)OC(=O)C6=CC=CC=C6)(CO4)OC(=O)C)O)C)O. Drug 2: C1CN(CCN1C(=O)CCBr)C(=O)CCBr. Cell line: HL-60(TB). Synergy scores: CSS=66.3, Synergy_ZIP=-0.308, Synergy_Bliss=-8.33, Synergy_Loewe=-19.0, Synergy_HSA=-17.9.